This data is from Full USPTO retrosynthesis dataset with 1.9M reactions from patents (1976-2016). The task is: Predict the reactants needed to synthesize the given product. (1) Given the product [C:1]([O:5][C:6](=[O:44])[CH2:7][N:8]([CH2:30][C:31]1[CH:32]=[C:33]([CH:41]=[CH:42][CH:43]=1)[C:34]([O:36][C:37]([CH3:39])([CH3:38])[CH3:40])=[O:35])[CH2:9][C:10]([N:12]([C:14]1[CH:19]=[CH:18][C:17]([OH:20])=[CH:16][C:15]=1[Cl:29])[CH3:13])=[O:11])([CH3:2])([CH3:3])[CH3:4], predict the reactants needed to synthesize it. The reactants are: [C:1]([O:5][C:6](=[O:44])[CH2:7][N:8]([CH2:30][C:31]1[CH:32]=[C:33]([CH:41]=[CH:42][CH:43]=1)[C:34]([O:36][C:37]([CH3:40])([CH3:39])[CH3:38])=[O:35])[CH2:9][C:10]([N:12]([C:14]1[CH:19]=[CH:18][C:17]([O:20]COCC[Si](C)(C)C)=[CH:16][C:15]=1[Cl:29])[CH3:13])=[O:11])([CH3:4])([CH3:3])[CH3:2].C([N+](CCCC)(CCCC)CCCC)CCC.O. (2) Given the product [N+:1]([C:4]1[CH:5]=[C:6]2[C:11]([CH:10]=[CH:9][C:8]([NH2:14])=[CH:7]2)=[CH:12][CH:13]=1)([O-:3])=[O:2], predict the reactants needed to synthesize it. The reactants are: [N+:1]([C:4]1[CH:13]=[CH:12][C:11]2[C:6](=[CH:7][C:8]([N+:14]([O-])=O)=[CH:9][CH:10]=2)[CH:5]=1)([O-:3])=[O:2].[SH-].[Na+]. (3) Given the product [OH:33][CH2:32][CH2:31][CH2:30][S:6][C:7]1[N:8]([C:17]2[CH:18]=[CH:19][C:20]([O:23][CH2:24][C:25]([F:28])([F:27])[F:26])=[CH:21][CH:22]=2)[C:9](=[O:16])[C:10]2[NH:15][CH:14]=[CH:13][C:11]=2[N:12]=1, predict the reactants needed to synthesize it. The reactants are: C(=O)([O-])O.[Na+].[S:6]=[C:7]1[NH:12][C:11]2[CH:13]=[CH:14][NH:15][C:10]=2[C:9](=[O:16])[N:8]1[C:17]1[CH:22]=[CH:21][C:20]([O:23][CH2:24][C:25]([F:28])([F:27])[F:26])=[CH:19][CH:18]=1.Br[CH2:30][CH2:31][CH2:32][OH:33].[I-].[Na+]. (4) The reactants are: [S:1]1[CH:5]=[CH:4][N:3]=[C:2]1[C:6]([OH:9])([CH3:8])[CH3:7].C([O-])(O)=O.[Na+].[Br:15]Br.CO. Given the product [Br:15][C:5]1[S:1][C:2]([C:6]([OH:9])([CH3:8])[CH3:7])=[N:3][CH:4]=1, predict the reactants needed to synthesize it.